From a dataset of Forward reaction prediction with 1.9M reactions from USPTO patents (1976-2016). Predict the product of the given reaction. (1) Given the reactants [CH2:1]([O:8][CH2:9][C:10]1[N:15]=[CH:14][N:13]=[C:12]([O:16][C:17]2[CH:18]=[C:19]3[C:23](=[CH:24][CH:25]=2)[NH:22][CH:21]=[CH:20]3)[CH:11]=1)[C:2]1[CH:7]=[CH:6][CH:5]=[CH:4][CH:3]=1.[H-].[Na+].[C:28](OC(=O)C)(=[O:30])[CH3:29], predict the reaction product. The product is: [CH2:1]([O:8][CH2:9][C:10]1[N:15]=[CH:14][N:13]=[C:12]([O:16][C:17]2[CH:18]=[C:19]3[C:23](=[CH:24][CH:25]=2)[N:22]([C:28](=[O:30])[CH3:29])[CH:21]=[CH:20]3)[CH:11]=1)[C:2]1[CH:3]=[CH:4][CH:5]=[CH:6][CH:7]=1. (2) Given the reactants [OH:1][C:2]1[CH:3]=[C:4]([CH3:10])[C:5]([C:8]#[N:9])=[N:6][CH:7]=1.[CH:11]([C:14]1[N:18]=[C:17]([N:19]2[CH2:24][CH2:23][CH:22]([CH2:25][CH2:26][CH2:27]O)[CH2:21][CH2:20]2)[O:16][N:15]=1)([CH3:13])[CH3:12], predict the reaction product. The product is: [CH:11]([C:14]1[N:18]=[C:17]([N:19]2[CH2:24][CH2:23][CH:22]([CH2:25][CH2:26][CH2:27][O:1][C:2]3[CH:3]=[C:4]([CH3:10])[C:5]([C:8]#[N:9])=[N:6][CH:7]=3)[CH2:21][CH2:20]2)[O:16][N:15]=1)([CH3:13])[CH3:12].